Dataset: Full USPTO retrosynthesis dataset with 1.9M reactions from patents (1976-2016). Task: Predict the reactants needed to synthesize the given product. Given the product [C:1]1([C:42]2[CH:43]=[CH:44][CH:45]=[CH:46][CH:47]=2)[CH:2]=[CH:3][C:4]([C:7]2[C:39]([F:40])=[CH:38][C:10]3[NH:11][C:12]([O:14][CH:15]4[CH2:19][CH2:18][CH:17]([C:20]([O:22][CH2:23][CH3:24])=[O:21])[CH2:16]4)=[N:13][C:9]=3[C:8]=2[F:41])=[CH:5][CH:6]=1, predict the reactants needed to synthesize it. The reactants are: [C:1]1([C:42]2[CH:47]=[CH:46][CH:45]=[CH:44][CH:43]=2)[CH:6]=[CH:5][C:4]([C:7]2[C:39]([F:40])=[CH:38][C:10]3[N:11](CC4C=CC(C5C=CC=CC=5)=CC=4)[C:12]([O:14][CH:15]4[CH2:19][CH2:18][CH:17]([C:20]([O:22][CH2:23][CH3:24])=[O:21])[CH2:16]4)=[N:13][C:9]=3[C:8]=2[F:41])=[CH:3][CH:2]=1.C1CC=CCC=1.